From a dataset of Reaction yield outcomes from USPTO patents with 853,638 reactions. Predict the reaction yield, written as a fraction of the theoretical maximum amount of product (1.0 means a 100% yield; for example, 0.34 means a 34% yield). The reactants are [F:1][C:2]1[C:3]([F:16])=[C:4]([C:13](O)=[O:14])[C:5]2[O:9][C:8]([CH3:11])([CH3:10])[CH2:7][C:6]=2[CH:12]=1.Cl.[OH-].[Na+]. No catalyst specified. The product is [F:1][C:2]1[C:3]([F:16])=[C:4]([CH2:13][OH:14])[C:5]2[O:9][C:8]([CH3:11])([CH3:10])[CH2:7][C:6]=2[CH:12]=1. The yield is 0.570.